From a dataset of Peptide-MHC class II binding affinity with 134,281 pairs from IEDB. Regression. Given a peptide amino acid sequence and an MHC pseudo amino acid sequence, predict their binding affinity value. This is MHC class II binding data. (1) The peptide sequence is IITPTNVSHIQSAVV. The MHC is DRB3_0202 with pseudo-sequence DRB3_0202. The binding affinity (normalized) is 0.412. (2) The peptide sequence is SRGQHQAHSLERVCHCLGK. The MHC is DRB1_1501 with pseudo-sequence DRB1_1501. The binding affinity (normalized) is 0.